Dataset: Full USPTO retrosynthesis dataset with 1.9M reactions from patents (1976-2016). Task: Predict the reactants needed to synthesize the given product. (1) Given the product [Br:13][C:14]1[CH:15]=[CH:16][C:17]([C:20]([C:22]2[CH:23]=[N:24][CH:25]=[N:26][CH:27]=2)([OH:21])[CH2:3][C:4]2[CH:9]=[CH:8][CH:7]=[C:6]([F:10])[CH:5]=2)=[N:18][CH:19]=1, predict the reactants needed to synthesize it. The reactants are: [Mg].Br[CH2:3][C:4]1[CH:9]=[CH:8][CH:7]=[C:6]([F:10])[CH:5]=1.II.[Br:13][C:14]1[CH:15]=[CH:16][C:17]([C:20]([C:22]2[CH:23]=[N:24][CH:25]=[N:26][CH:27]=2)=[O:21])=[N:18][CH:19]=1. (2) Given the product [Cl:1][C:2]1[N:3]=[CH:4][C:5]([CH2:8][NH:13][CH2:12][CH:11]([F:14])[F:10])=[CH:6][CH:7]=1, predict the reactants needed to synthesize it. The reactants are: [Cl:1][C:2]1[CH:7]=[CH:6][C:5]([CH2:8]Cl)=[CH:4][N:3]=1.[F:10][CH:11]([F:14])[CH2:12][NH2:13].C(N(CC)CC)C. (3) Given the product [NH2:29][CH2:30][C@H:31]1[C@@H:32]([OH:36])[CH2:33][N:34]([C:2]2[C:21]([C:22]3[NH:26][N:25]=[CH:24][CH:23]=3)=[CH:20][C:5]([C:6]([NH:8][C:9]3[CH:10]=[CH:11][C:12]([O:15][C:16]([Cl:19])([F:18])[F:17])=[CH:13][CH:14]=3)=[O:7])=[CH:4][N:3]=2)[CH2:35]1, predict the reactants needed to synthesize it. The reactants are: Cl[C:2]1[C:21]([C:22]2[NH:26][N:25]=[CH:24][CH:23]=2)=[CH:20][C:5]([C:6]([NH:8][C:9]2[CH:14]=[CH:13][C:12]([O:15][C:16]([Cl:19])([F:18])[F:17])=[CH:11][CH:10]=2)=[O:7])=[CH:4][N:3]=1.Cl.Cl.[NH2:29][CH2:30][C@H:31]1[CH2:35][NH:34][CH2:33][C@H:32]1[OH:36].